Dataset: Full USPTO retrosynthesis dataset with 1.9M reactions from patents (1976-2016). Task: Predict the reactants needed to synthesize the given product. Given the product [C:3]([C:4]([C:7]1[CH:8]=[C:9]([CH:14]=[CH:15][CH:16]=1)[C:10]([OH:12])=[O:11])([CH3:6])[CH3:5])([OH:17])=[O:2], predict the reactants needed to synthesize it. The reactants are: C[O:2][C:3](=[O:17])[C:4]([C:7]1[CH:8]=[C:9]([CH:14]=[CH:15][CH:16]=1)[C:10]([O:12]C)=[O:11])([CH3:6])[CH3:5].[OH-].[Na+].Cl.[Cl-].[Na+].